Dataset: hERG Central: cardiac toxicity at 1µM, 10µM, and general inhibition. Task: Predict hERG channel inhibition at various concentrations. (1) The molecule is CCCCCCOC(=O)C(C#N)c1nc2ccccc2nc1N1CCN(C)CC1. Results: hERG_inhib (hERG inhibition (general)): blocker. (2) The molecule is O=C(O)C(=O)O.OC(COCc1cccs1)CN1CCN(c2cccc(Cl)c2)CC1. Results: hERG_inhib (hERG inhibition (general)): blocker.